This data is from Forward reaction prediction with 1.9M reactions from USPTO patents (1976-2016). The task is: Predict the product of the given reaction. (1) Given the reactants [F:1][C:2]1[CH:20]=[CH:19][C:5]([C:6]([NH:8][C:9]2[CH:10]=[N:11][N:12]([CH3:18])[C:13]=2[C:14](OC)=[O:15])=[O:7])=[CH:4][CH:3]=1.O.[NH2:22][NH2:23], predict the reaction product. The product is: [F:1][C:2]1[CH:20]=[CH:19][C:5]([C:6]([NH:8][C:9]2[CH:10]=[N:11][N:12]([CH3:18])[C:13]=2[C:14]([NH:22][NH2:23])=[O:15])=[O:7])=[CH:4][CH:3]=1. (2) Given the reactants [Br:1][C:2]1[CH:3]=[C:4]([OH:8])[CH:5]=[CH:6][CH:7]=1.[C:9](=O)([O-])[O-].[K+].[K+].C(O[CH2:18][CH3:19])C, predict the reaction product. The product is: [Br:1][C:2]1[CH:7]=[CH:6][CH:5]=[C:4]([O:8][CH:19]2[CH2:18][CH2:9]2)[CH:3]=1. (3) Given the reactants [CH2:1]([O:8][CH2:9][CH2:10][CH:11]1[CH2:20][CH2:19][C:14]2(OCC[O:15]2)[CH2:13][CH2:12]1)[C:2]1[CH:7]=[CH:6][CH:5]=[CH:4][CH:3]=1.Cl, predict the reaction product. The product is: [CH2:1]([O:8][CH2:9][CH2:10][CH:11]1[CH2:12][CH2:13][C:14](=[O:15])[CH2:19][CH2:20]1)[C:2]1[CH:7]=[CH:6][CH:5]=[CH:4][CH:3]=1.